Dataset: NCI-60 drug combinations with 297,098 pairs across 59 cell lines. Task: Regression. Given two drug SMILES strings and cell line genomic features, predict the synergy score measuring deviation from expected non-interaction effect. (1) Cell line: HCT116. Drug 2: C1CNP(=O)(OC1)N(CCCl)CCCl. Synergy scores: CSS=36.0, Synergy_ZIP=4.78, Synergy_Bliss=6.34, Synergy_Loewe=-28.1, Synergy_HSA=4.83. Drug 1: CCC1=C2CN3C(=CC4=C(C3=O)COC(=O)C4(CC)O)C2=NC5=C1C=C(C=C5)O. (2) Drug 1: C1=NC(=NC(=O)N1C2C(C(C(O2)CO)O)O)N. Drug 2: CCN(CC)CCNC(=O)C1=C(NC(=C1C)C=C2C3=C(C=CC(=C3)F)NC2=O)C. Cell line: HOP-92. Synergy scores: CSS=0.733, Synergy_ZIP=-3.14, Synergy_Bliss=-6.78, Synergy_Loewe=-5.08, Synergy_HSA=-4.93. (3) Drug 1: C1=C(C(=O)NC(=O)N1)N(CCCl)CCCl. Drug 2: CCN(CC)CCCC(C)NC1=C2C=C(C=CC2=NC3=C1C=CC(=C3)Cl)OC. Cell line: NCI-H226. Synergy scores: CSS=20.1, Synergy_ZIP=-7.68, Synergy_Bliss=-1.35, Synergy_Loewe=-1.50, Synergy_HSA=0.119. (4) Drug 1: C1CN1P(=S)(N2CC2)N3CC3. Drug 2: CC1C(C(CC(O1)OC2CC(CC3=C2C(=C4C(=C3O)C(=O)C5=C(C4=O)C(=CC=C5)OC)O)(C(=O)CO)O)N)O.Cl. Cell line: SNB-75. Synergy scores: CSS=32.0, Synergy_ZIP=-2.51, Synergy_Bliss=1.03, Synergy_Loewe=-1.15, Synergy_HSA=3.32. (5) Drug 1: CC1OCC2C(O1)C(C(C(O2)OC3C4COC(=O)C4C(C5=CC6=C(C=C35)OCO6)C7=CC(=C(C(=C7)OC)O)OC)O)O. Drug 2: CC12CCC3C(C1CCC2OP(=O)(O)O)CCC4=C3C=CC(=C4)OC(=O)N(CCCl)CCCl.[Na+]. Cell line: SK-MEL-2. Synergy scores: CSS=31.0, Synergy_ZIP=-12.5, Synergy_Bliss=-8.61, Synergy_Loewe=-6.34, Synergy_HSA=-5.11. (6) Drug 1: CCN(CC)CCCC(C)NC1=C2C=C(C=CC2=NC3=C1C=CC(=C3)Cl)OC. Drug 2: CC(C)CN1C=NC2=C1C3=CC=CC=C3N=C2N. Cell line: A549. Synergy scores: CSS=10.7, Synergy_ZIP=9.47, Synergy_Bliss=13.1, Synergy_Loewe=12.8, Synergy_HSA=12.7.